From a dataset of Catalyst prediction with 721,799 reactions and 888 catalyst types from USPTO. Predict which catalyst facilitates the given reaction. (1) Reactant: Br[C:2]1[CH:10]=[C:9]2[C:5]([C:6]([C:20]([O:22][CH3:23])=[O:21])=[CH:7][N:8]2[S:11]([C:14]2[CH:15]=[N:16][CH:17]=[CH:18][CH:19]=2)(=[O:13])=[O:12])=[CH:4][CH:3]=1.[CH3:24][O:25][C:26]1[CH:31]=[CH:30][C:29](B(O)O)=[CH:28][CH:27]=1.C(=O)([O-])[O-].[K+].[K+]. Product: [CH3:24][O:25][C:26]1[CH:31]=[CH:30][C:29]([C:2]2[CH:10]=[C:9]3[C:5]([C:6]([C:20]([O:22][CH3:23])=[O:21])=[CH:7][N:8]3[S:11]([C:14]3[CH:15]=[N:16][CH:17]=[CH:18][CH:19]=3)(=[O:12])=[O:13])=[CH:4][CH:3]=2)=[CH:28][CH:27]=1. The catalyst class is: 11. (2) The catalyst class is: 6. Product: [CH3:1][N:2]1[CH2:7][CH2:6][N:5]([C:8]2[CH:9]=[CH:10][C:11]([C:14]([OH:16])=[O:15])=[N:12][CH:13]=2)[CH2:4][CH2:3]1. Reactant: [CH3:1][N:2]1[CH2:7][CH2:6][N:5]([C:8]2[CH:9]=[CH:10][C:11]([C:14]([O:16]C)=[O:15])=[N:12][CH:13]=2)[CH2:4][CH2:3]1.CO.[OH-].[Li+]. (3) Reactant: [Br:1][C:2]1[C:6]([C:7](O)=[O:8])=[CH:5][N:4]([CH2:10][C:11]2[CH:16]=[CH:15][C:14]([O:17][CH3:18])=[CH:13][CH:12]=2)[N:3]=1.C(Cl)(=O)C([Cl:22])=O. Product: [Br:1][C:2]1[C:6]([C:7]([Cl:22])=[O:8])=[CH:5][N:4]([CH2:10][C:11]2[CH:16]=[CH:15][C:14]([O:17][CH3:18])=[CH:13][CH:12]=2)[N:3]=1. The catalyst class is: 85. (4) Product: [C:1]([O:5][C:6]([N:8]1[CH2:12][CH2:11][C@@H:10]([NH:13][C:14]2[C:19]([NH2:20])=[CH:18][N:17]=[C:16]3[N:23]([S:26]([C:29]4[CH:34]=[CH:33][CH:32]=[CH:31][CH:30]=4)(=[O:28])=[O:27])[CH:24]=[CH:25][C:15]=23)[CH2:9]1)=[O:7])([CH3:4])([CH3:2])[CH3:3]. Reactant: [C:1]([O:5][C:6]([N:8]1[CH2:12][CH2:11][C@@H:10]([NH:13][C:14]2[C:19]([N+:20]([O-])=O)=[CH:18][N:17]=[C:16]3[N:23]([S:26]([C:29]4[CH:34]=[CH:33][CH:32]=[CH:31][CH:30]=4)(=[O:28])=[O:27])[CH:24]=[CH:25][C:15]=23)[CH2:9]1)=[O:7])([CH3:4])([CH3:3])[CH3:2].C1COCC1. The catalyst class is: 256. (5) Reactant: C1C=C(Cl)C=C(C(OO)=[O:9])C=1.[CH3:12][C:13]1[CH:14]=[CH:15][C:16]([NH:19][C:20](=[O:22])[CH3:21])=[N:17][CH:18]=1.[O-]S([O-])=O.[Na+].[Na+]. Product: [C:20]([NH:19][C:16]1[CH:15]=[CH:14][C:13]([CH3:12])=[CH:18][N+:17]=1[O-:9])(=[O:22])[CH3:21]. The catalyst class is: 2.